The task is: Predict the reactants needed to synthesize the given product.. This data is from Full USPTO retrosynthesis dataset with 1.9M reactions from patents (1976-2016). (1) Given the product [Cl:8][CH2:7][C:4]1[N:3]=[C:2]([NH:14][CH2:13][C:12]2[CH:15]=[CH:16][C:17]([O:19][CH3:20])=[CH:18][C:11]=2[O:10][CH3:9])[S:6][N:5]=1, predict the reactants needed to synthesize it. The reactants are: Cl[C:2]1[S:6][N:5]=[C:4]([CH2:7][Cl:8])[N:3]=1.[CH3:9][O:10][C:11]1[CH:18]=[C:17]([O:19][CH3:20])[CH:16]=[CH:15][C:12]=1[CH2:13][NH2:14].CCN(C(C)C)C(C)C. (2) Given the product [CH3:16][N:15]([CH3:17])[CH2:14][C:13]([NH:12][C:7]1[CH:6]=[CH:5][C:4]2[C:9](=[N:10][CH:11]=[C:2]([C:26]3[C:25]([C:20]4[CH:21]=[CH:22][CH:23]=[CH:24][N:19]=4)=[N:29][N:28]4[CH2:30][CH2:31][CH2:32][C:27]=34)[CH:3]=2)[N:8]=1)=[O:18], predict the reactants needed to synthesize it. The reactants are: Br[C:2]1[CH:3]=[C:4]2[C:9](=[N:10][CH:11]=1)[N:8]=[C:7]([NH:12][C:13](=[O:18])[CH2:14][N:15]([CH3:17])[CH3:16])[CH:6]=[CH:5]2.[N:19]1[CH:24]=[CH:23][CH:22]=[CH:21][C:20]=1[C:25]1[C:26](B(O)O)=[C:27]2[CH2:32][CH2:31][CH2:30][N:28]2[N:29]=1.[F-].[K+].F[B-](F)(F)F.C([PH+](C(C)(C)C)C(C)(C)C)(C)(C)C.